From a dataset of Catalyst prediction with 721,799 reactions and 888 catalyst types from USPTO. Predict which catalyst facilitates the given reaction. (1) Reactant: Cl.[NH:2]1[C:10]2[C:5](=[CH:6][CH:7]=[CH:8][CH:9]=2)[CH:4]=[C:3]1[C:11]1[N:12]=[C:13]([CH:21]2[CH2:26][CH2:25][NH:24][CH2:23][CH2:22]2)[N:14]2[CH:19]=[CH:18][N:17]=[C:16]([NH2:20])[C:15]=12.C(N(CC)C(C)C)(C)C.Cl[C:37]([O:39][CH3:40])=[O:38]. Product: [NH2:20][C:16]1[C:15]2[N:14]([C:13]([CH:21]3[CH2:26][CH2:25][N:24]([C:37]([O:39][CH3:40])=[O:38])[CH2:23][CH2:22]3)=[N:12][C:11]=2[C:3]2[NH:2][C:10]3[C:5]([CH:4]=2)=[CH:6][CH:7]=[CH:8][CH:9]=3)[CH:19]=[CH:18][N:17]=1. The catalyst class is: 9. (2) Reactant: Cl[C:2](=[O:7])[C:3]([O:5][CH3:6])=[O:4].[NH2:8][C:9]1[CH:14]=[CH:13][C:12]([C@H:15]2[CH2:20][CH2:19][C@H:18]([C:21]([O:23][C:24]([CH3:27])([CH3:26])[CH3:25])=[O:22])[CH2:17][CH2:16]2)=[CH:11][CH:10]=1.N1C=CC=CC=1. Product: [CH3:6][O:5][C:3](=[O:4])[C:2]([NH:8][C:9]1[CH:10]=[CH:11][C:12]([C@H:15]2[CH2:16][CH2:17][C@H:18]([C:21]([O:23][C:24]([CH3:27])([CH3:26])[CH3:25])=[O:22])[CH2:19][CH2:20]2)=[CH:13][CH:14]=1)=[O:7]. The catalyst class is: 2. (3) The catalyst class is: 93. Product: [C:13]([O:12][C:1]12[CH2:10][CH:5]3[CH2:6][CH:7]([CH2:9][C:3]([OH:11])([CH2:4]3)[CH2:2]1)[CH2:8]2)(=[O:17])[C:14]([CH3:16])=[CH2:15]. Reactant: [C:1]12([OH:12])[CH2:10][CH:5]3[CH2:6][CH:7]([CH2:9][C:3]([OH:11])([CH2:4]3)[CH2:2]1)[CH2:8]2.[C:13](O)(=[O:17])[C:14]([CH3:16])=[CH2:15].COC1C=CC(O)=CC=1.S(=O)(=O)(O)O.O=O.[OH-].[Na+]. (4) Product: [C:1]([C:3]1[CH:8]=[CH:7][C:6]([N:9]([CH2:14][CH2:15][F:16])[CH2:10][C:11]([NH2:28])=[O:12])=[CH:5][C:4]=1[C:17]([F:20])([F:19])[F:18])#[N:2]. Reactant: [C:1]([C:3]1[CH:8]=[CH:7][C:6]([N:9]([CH2:14][CH2:15][F:16])[CH2:10][C:11](O)=[O:12])=[CH:5][C:4]=1[C:17]([F:20])([F:19])[F:18])#[N:2].C(Cl)(=O)C(Cl)=O.C[N:28](C=O)C.N. The catalyst class is: 2. (5) Reactant: [Si]([O:8][CH2:9][C:10]1([CH2:23][CH2:24][CH:25]([C:27]2[C:36]3[C:31](=[CH:32][CH:33]=[C:34]([O:37][CH3:38])[CH:35]=3)[N:30]=[CH:29][C:28]=2[Cl:39])[OH:26])[CH2:15][CH2:14][N:13](C(OC(C)(C)C)=O)[CH2:12][CH2:11]1)(C(C)(C)C)(C)C.C(OCC)C. Product: [ClH:39].[ClH:39].[Cl:39][C:28]1[CH:29]=[N:30][C:31]2[C:36]([C:27]=1[CH:25]([OH:26])[CH2:24][CH2:23][C:10]1([CH2:9][OH:8])[CH2:15][CH2:14][NH:13][CH2:12][CH2:11]1)=[CH:35][C:34]([O:37][CH3:38])=[CH:33][CH:32]=2. The catalyst class is: 89. (6) Reactant: [NH2:1][C:2]1[CH:7]=[CH:6][C:5]([C:8]2[N:16]3[C:11]([CH2:12][CH2:13][CH2:14][C:15]3=[O:17])=[C:10]([CH3:18])[CH:9]=2)=[CH:4][CH:3]=1.CCN=C=NCCCN(C)C.[CH:30]1[CH:31]=[CH:32][C:33]2N(O)N=[N:36][C:34]=2C=1.N1CCCC([CH2:46][CH2:47][C:48](O)=[O:49])C1. Product: [CH3:18][C:10]1[CH:9]=[C:8]([C:5]2[CH:4]=[CH:3][C:2]([NH:1][C:48](=[O:49])[CH2:47][CH2:46][N:36]3[CH2:30][CH2:31][CH2:32][CH2:33][CH2:34]3)=[CH:7][CH:6]=2)[N:16]2[C:11]=1[CH2:12][CH2:13][CH2:14][C:15]2=[O:17]. The catalyst class is: 154.